Task: Regression. Given two drug SMILES strings and cell line genomic features, predict the synergy score measuring deviation from expected non-interaction effect.. Dataset: NCI-60 drug combinations with 297,098 pairs across 59 cell lines (1) Drug 1: CCCS(=O)(=O)NC1=C(C(=C(C=C1)F)C(=O)C2=CNC3=C2C=C(C=N3)C4=CC=C(C=C4)Cl)F. Drug 2: CNC(=O)C1=NC=CC(=C1)OC2=CC=C(C=C2)NC(=O)NC3=CC(=C(C=C3)Cl)C(F)(F)F. Cell line: HCT-15. Synergy scores: CSS=17.5, Synergy_ZIP=-4.12, Synergy_Bliss=-3.14, Synergy_Loewe=-15.7, Synergy_HSA=-5.31. (2) Drug 1: COC1=C(C=C2C(=C1)N=CN=C2NC3=CC(=C(C=C3)F)Cl)OCCCN4CCOCC4. Drug 2: C1CN(P(=O)(OC1)NCCCl)CCCl. Cell line: SW-620. Synergy scores: CSS=8.05, Synergy_ZIP=-0.533, Synergy_Bliss=1.76, Synergy_Loewe=0.380, Synergy_HSA=2.18. (3) Drug 1: CC12CCC(CC1=CCC3C2CCC4(C3CC=C4C5=CN=CC=C5)C)O. Drug 2: C1=NC2=C(N=C(N=C2N1C3C(C(C(O3)CO)O)O)F)N. Cell line: EKVX. Synergy scores: CSS=-0.400, Synergy_ZIP=1.45, Synergy_Bliss=0.0488, Synergy_Loewe=-4.81, Synergy_HSA=-4.06. (4) Cell line: A498. Synergy scores: CSS=14.9, Synergy_ZIP=-6.12, Synergy_Bliss=-0.720, Synergy_Loewe=-5.10, Synergy_HSA=-0.354. Drug 2: CN(CCCl)CCCl.Cl. Drug 1: CCCCCOC(=O)NC1=NC(=O)N(C=C1F)C2C(C(C(O2)C)O)O. (5) Drug 1: C1CN1P(=S)(N2CC2)N3CC3. Drug 2: CN1C2=C(C=C(C=C2)N(CCCl)CCCl)N=C1CCCC(=O)O.Cl. Cell line: BT-549. Synergy scores: CSS=14.9, Synergy_ZIP=-4.46, Synergy_Bliss=-2.23, Synergy_Loewe=-34.2, Synergy_HSA=-4.03. (6) Drug 1: C1=C(C(=O)NC(=O)N1)F. Drug 2: COC1=NC(=NC2=C1N=CN2C3C(C(C(O3)CO)O)O)N. Cell line: NCI-H226. Synergy scores: CSS=24.3, Synergy_ZIP=2.00, Synergy_Bliss=2.55, Synergy_Loewe=-6.78, Synergy_HSA=2.25. (7) Synergy scores: CSS=7.62, Synergy_ZIP=1.22, Synergy_Bliss=8.56, Synergy_Loewe=8.46, Synergy_HSA=3.08. Cell line: SF-539. Drug 1: CC1CCC2CC(C(=CC=CC=CC(CC(C(=O)C(C(C(=CC(C(=O)CC(OC(=O)C3CCCCN3C(=O)C(=O)C1(O2)O)C(C)CC4CCC(C(C4)OC)OCCO)C)C)O)OC)C)C)C)OC. Drug 2: CS(=O)(=O)CCNCC1=CC=C(O1)C2=CC3=C(C=C2)N=CN=C3NC4=CC(=C(C=C4)OCC5=CC(=CC=C5)F)Cl. (8) Drug 1: C1=CN(C(=O)N=C1N)C2C(C(C(O2)CO)O)O.Cl. Drug 2: CC12CCC3C(C1CCC2O)C(CC4=C3C=CC(=C4)O)CCCCCCCCCS(=O)CCCC(C(F)(F)F)(F)F. Cell line: NCI-H322M. Synergy scores: CSS=4.96, Synergy_ZIP=0.952, Synergy_Bliss=1.80, Synergy_Loewe=-2.20, Synergy_HSA=-2.00. (9) Drug 1: CC(C)(C#N)C1=CC(=CC(=C1)CN2C=NC=N2)C(C)(C)C#N. Drug 2: CC1C(C(CC(O1)OC2CC(CC3=C2C(=C4C(=C3O)C(=O)C5=C(C4=O)C(=CC=C5)OC)O)(C(=O)CO)O)N)O.Cl. Cell line: RXF 393. Synergy scores: CSS=44.5, Synergy_ZIP=-1.62, Synergy_Bliss=-0.893, Synergy_Loewe=0.190, Synergy_HSA=0.458.